The task is: Regression. Given a target protein amino acid sequence and a drug SMILES string, predict the binding affinity score between them. We predict pKi (pKi = -log10(Ki in M); higher means stronger inhibition). Dataset: bindingdb_ki.. This data is from Drug-target binding data from BindingDB using Ki measurements. (1) The compound is COc1ccccc1N1CCN(CCCCn2ncc(=O)n(C)c2=O)CC1. The target protein sequence is MAANGTASSSCLDPTAFKVTVTVVLILLILITIAGNVVVCLAVGLNRRLRSLTNCFIVSLAITDLLLGLLVLPFSAFYQLSCQWSFGKVFCNIYTSLDVMLCTASILNLFMISLDRYCAVTDPLRYPVLVTPVRVAVSLVLIWVISITLSFLSIHLEWNSRPENHSDSHTIPKCKVQVNLVYGLVDGLVTFYLPLLVMCITYYRIFRIAREQARRIHNVGPWRAATLREHKATVTLAAVMGAFIVCWLPYFTVFVYRGLRGDSAVDKTVEDVVLWLGYANSALNPVLYAALNRDFRTAYQQLFRCSPAGQDARRTSLGSNSSQLVRHPGQGPRWPEERPLRLQVWSGTELTAPQGATDRPCLCPPECWSV. The pKi is 5.7. (2) The target protein (P10826) has sequence MTTSGHACPVPAVNGHMTHYPATPYPLLFPPVIGGLSLPPLHGLHGHPPPSGCSTPSPATIETQSTSSEELVPSPPSPLPPPRVYKPCFVCQDKSSGYHYGVSACEGCKGFFRRSIQKNMIYTCHRDKNCVINKVTRNRCQYCRLQKCFEVGMSKESVRNDRNKKKKETSKQECTESYEMTAELDDLTEKIRKAHQETFPSLCQLGKYTTNSSADHRVRLDLGLWDKFSELATKCIIKIVEFAKRLPGFTGLTIADQITLLKAACLDILILRICTRYTPEQDTMTFSDGLTLNRTQMHNAGFGPLTDLVFTFANQLLPLEMDDTETGLLSAICLICGDRQDLEEPTKVDKLQEPLLEALKIYIRKRRPSKPHMFPKILMKITDLRSISAKGAERVITLKMEIPGSMPPLIQEMLENSEGHEPLTPSSSGNTAEHSPSISPSSVENSGVSQSPLVQ. The pKi is 6.1. The compound is C=C(c1ccc(C(=O)O)cc1)c1cc2c(cc1C)C(C)(C)CCC2(C)C. (3) The small molecule is O=C(NCCNCCSc1ccccc1)c1ccc([N+](=O)[O-])cc1. The target protein (Q9FBI2) has sequence MKIIIFRVLTFFFVIFSVNVVAKEFTLDFSTAKTYVDSLNVIRSAIGTPLQTISSGGTSLLMIDSGTGDNLFAVDVRGIDPEEGRFNNLRLIVERNNLYVTGFVNRTNNVFYRFADFSHVTFPGTTAVTLSGDSSYTTLQRVAGISRTGMQINRHSLTTSYLDLMSHSGTSLTQSVARAMLRFVTVTAEALRFRQIQRGFRTTLDDLSGRSYVMTAEDVDLTLNWGRLSSVLPDYHGQDSVRVGRISFGSINAILGSVALILNCHHHASRVARMASDEFPSMCPADGRVRGITHNKILWDSSTLGAILMRRTISS. The pKi is 4.4. (4) The compound is C[C@H]1Cn2c(nc3c(N4CC5CC4C5)nc(-c4cnc(N)nc4)nc32)C(C)(C)O1. The target protein (Q12852) has sequence MACLHETRTPSPSFGGFVSTLSEASMRKLDPDTSDCTPEKDLTPTHVLQLHEQDAGGPGGAAGSPESRASRVRADEVRLQCQSGSGFLEGLFGCLRPVWTMIGKAYSTEHKQQQEDLWEVPFEEILDLQWVGSGAQGAVFLGRFHGEEVAVKKVRDLKETDIKHLRKLKHPNIITFKGVCTQAPCYCILMEFCAQGQLYEVLRAGRPVTPSLLVDWSMGIAGGMNYLHLHKIIHRDLKSPNMLITYDDVVKISDFGTSKELSDKSTKMSFAGTVAWMAPEVIRNEPVSEKVDIWSFGVVLWELLTGEIPYKDVDSSAIIWGVGSNSLHLPVPSSCPDGFKILLRQCWNSKPRNRPSFRQILLHLDIASADVLSTPQETYFKSQAEWREEVKLHFEKIKSEGTCLHRLEEELVMRRREELRHALDIREHYERKLERANNLYMELNALMLQLELKERELLRREQALERRCPGLLKPHPSRGLLHGNTMEKLIKKRNVPQKLS.... The pKi is 6.8. (5) The drug is C[N+](C)(C)CCOC(N)=O. The target protein sequence is MTLHSQSTTSPLFPQISSSWVHSPSEAGLPLGTVTQLGSYQISQETGQFSSQDTSSDPLGGHTIWQVVFIAFLTGFLALVTIIGNILVIVAFKVNKQLKTVNNYFLLSLASADLIIGVISMNLFTTYIIMNRWALGNLACDLWLSIDYVASNASVMNLLVISFDRYFSITRPLTYRAKRTTKRAGVMIGLAWVISFVLWAPAILFWQYFVGKRTVPPGECFIQFLSEPTITFGTAIAAFYMPVTIMTILYWRIYKETEKRTKELAGLQASGTEIEGRIEGRIEGRTRSQITKRKRMSLIKEKKAAQTLSAILLAFIITWTPYNIMVLVNTFADSAIPKTYWNLGYWLCYINSTVNPVAYALSNKTFRTTFKCLLLSQSDKRKRRKQQYQQRQSVIFHKRVPEQAL. The pKi is 4.4. (6) The drug is CCCCCCCCc1ccc([C@H]2CC[C@H](N(C)C)CC2)cc1. The target protein (Q9JIA7) has sequence MAPPPLLPVAASTPILHGEFGSYPANGPRFALTLTTQALHIQRLRPKPEARPRDGLVSLDEVSGCGTLQSRSPEDTAAYFCIYTYPRGRRGGRRRATRTFRADGATTYEENRAEAQRWATALTCLLRGVPLSGDQEITPELLPRKPRLLILVNPFGGRGLAWQRCMDHVVPMISEAGLSFNLIQTERQNHARELVQGLSLSEWEGIVTVSGDGLLYEVLNGLLDRPDWEDAVRMPIGVLPCGSGNALAGAVNHHGGFEQVVGVDLLLNCSLLLCRGGSHPLDLLSVTLASGSRCFSFLSVAWGFLSDVDIHSERFRALGSARFTLGAVLGLASLHTYRGRLSYLPATTEPALPIPGHSLPRAKSELVLAPAPAPAATHSPLHRSVSDLPLPLPQPALVSPGSPEPLPDLSLNGGGPELTGDWGGAGDAPLSPDPLLPSSPNALKTAQLSPIAEGPPEMPASSGFLPPTHSAPEASTWGPVDHLLPPLGSPLPQDWVTIEG.... The pKi is 4.6. (7) The target protein (Q27963) has sequence MALSELALLRRLQESRHSRKLILFIVFLALLLDNMLLTVVVPIIPSYLYSIEHEKDALEIQTAKPGLTASAPGSFQNIFSYYDNSTMVTGNSTDHLQGALVHEATTQHMATNSSSASSDCPSEDKDLLNENVQVGLLFASKATVQLLTNPFIGLLTNRIGYPIPMFTGFCIMFISTVMFAFSRTYAFLLIARSLQGIGSSCSSVAGMGMLASVYTDDEERGNAMGIALGGLAMGVLVGPPFGSVLYEFVGKTAPFLVLAALVLLDGAIQLFVLQPSRVQPESQKGTPLTTLLRDPYILIAAGSICFANMGIAMLEPALPIWMMETMCSHKWQLGVAFLPASVSYLIGTNVFGILAHKMGRWLCALLGMIIVGMSILCIPLAKNIYGLIAPNFGVGFAIGMVDSSMMPIMGYLVDLRHVSVYGSVYAIADVAFCMGYAIGPSAGGAIAKAIGFPWLMTIIGIIDILFAPLCFFLRSPPAKEEKMAILMDHNCPIKTKMYTQ.... The pKi is 4.4. The small molecule is C[n+]1cccc(-c2cccc(O)c2)c1. (8) The target protein sequence is PQVTLWQRPLVTIKIGGQLKEALLDTGADDTVLEEMSLPGRWKPKIIGGIGGFIKVRQYDQIPIEICGHKVIGTVLVGPTPFNVIGRNLLTQIGCTLNF. The small molecule is CC(C)CN(C[C@@H](O)[C@H](Cc1ccc(OCCc2cccs2)cc1)NC(=O)O[C@H]1CO[C@H]2OCC[C@@H]12)S(=O)(=O)c1ccc2c(c1)OCO2. The pKi is 10. (9) The pKi is 3.3. The compound is N[C@@H](CCCCNC(=O)CCCS)C(=O)O. The target protein (O34667) has sequence MPSVESFELDHNAVVAPYVRHCGVHKVGTDGVVNKFDIRFCQPNKQAMKPDTIHTLEHLLAFTIRSHAEKYDHFDIIDISPMGCQTGYYLVVSGEPTSAEIVDLLEDTMKEAVEITEIPAANEKQCGQAKLHDLEGAKRLMRFWLSQDKEELLKVFG. (10) The small molecule is Clc1cccc(OC[C@@H]2CN(CCN3CCc4ccccc43)CCO2)c1. The target protein (Q61224) has sequence MSPPNQSLEGLPQEASNRSLNVTGAWDPEVLQALRISLVVVLSVITLATVLSNAFVLTTILLTKKLHTPANYLIGSLATTDLLVSILVMPISIAYTTTRTWNFGQILCDIWVSSDITCCTASILHLCVIALDRYWAITDALEYSKRRTAGHAAAMIAAVWIISICISIPPLFWRQATAHEEMSDCLVNTSQISYTIYSTCGAFYIPSILLIILYGRIYVAARSRILNPPSLYGKRFTTAQLITGSAGSSLCSLNPSLHESHTHTVGSPLFFNQVKIKLADSILERKRISAARERKATKTLGIILGAFIICWLPFFVVSLVLPICRDSCWIHPALFDFFTWLGYLNSLINPVIYTVFNEDFRQAFQKVVHFRKIS. The pKi is 6.0.